This data is from HIV replication inhibition screening data with 41,000+ compounds from the AIDS Antiviral Screen. The task is: Binary Classification. Given a drug SMILES string, predict its activity (active/inactive) in a high-throughput screening assay against a specified biological target. (1) The result is 0 (inactive). The molecule is CC(=O)Nc1ccc(C=c2sc3nnc(CCC(=O)Nc4ccccc4Cl)n3c2=O)cc1. (2) The compound is NC(=O)NC=C1C(=O)Oc2ccccc2C1=O. The result is 0 (inactive).